Task: Regression/Classification. Given a drug SMILES string, predict its absorption, distribution, metabolism, or excretion properties. Task type varies by dataset: regression for continuous measurements (e.g., permeability, clearance, half-life) or binary classification for categorical outcomes (e.g., BBB penetration, CYP inhibition). For this dataset (solubility_aqsoldb), we predict Y.. Dataset: Aqueous solubility values for 9,982 compounds from the AqSolDB database (1) The molecule is CNC(=O)Oc1cccc(N=CN(C)C)c1.[Cl-].[H+]. The Y is 0.504 log mol/L. (2) The compound is CC(C)c1ccc(-c2ccccc2)cc1. The Y is -5.61 log mol/L. (3) The molecule is CC(=O)OCCN(CCOC(C)=O)c1ccc(N=Nc2sc([N+](=O)[O-])cc2[N+](=O)[O-])cc1. The Y is -7.55 log mol/L.